This data is from Reaction yield outcomes from USPTO patents with 853,638 reactions. The task is: Predict the reaction yield, written as a fraction of the theoretical maximum amount of product (1.0 means a 100% yield; for example, 0.34 means a 34% yield). (1) The reactants are Br[C:2]1[CH:3]=[C:4]([C:9]2([C:13]3[CH:18]=[CH:17][CH:16]=[CH:15][CH:14]=3)[CH2:11][C:10]2=[CH2:12])[CH:5]=[C:6](Br)[CH:7]=1.[C:19]1(B(O)O)[CH:24]=[CH:23][CH:22]=[CH:21][CH:20]=1.C(=O)([O-])[O-].[K+].[K+].[CH:34]1[CH:39]=[CH:38][CH:37]=[CH:36][CH:35]=1. The catalyst is [Cl-].C([N+](CCCC)(CCCC)CCCC)CCC.O. The product is [C:19]1([C:2]2[CH:3]=[C:4]([C:9]3([C:13]4[CH:18]=[CH:17][CH:16]=[CH:15][CH:14]=4)[CH2:11][C:10]3=[CH2:12])[CH:5]=[C:6]([C:34]3[CH:39]=[CH:38][CH:37]=[CH:36][CH:35]=3)[CH:7]=2)[CH:24]=[CH:23][CH:22]=[CH:21][CH:20]=1. The yield is 0.930. (2) The reactants are [CH3:1][O:2][C:3]1[CH:8]=[CH:7][C:6]([C:9]2[C:13]3[CH2:14][C:15]4[S:16][C:17]([C:20]5[CH:25]=[CH:24][N:23]=[CH:22][CH:21]=5)=[CH:18][C:19]=4[C:12]=3[N:11](COCC[Si](C)(C)C)[N:10]=2)=[CH:5][CH:4]=1.Cl. The catalyst is CO. The product is [CH3:1][O:2][C:3]1[CH:4]=[CH:5][C:6]([C:9]2[C:13]3[CH2:14][C:15]4[S:16][C:17]([C:20]5[CH:21]=[CH:22][N:23]=[CH:24][CH:25]=5)=[CH:18][C:19]=4[C:12]=3[NH:11][N:10]=2)=[CH:7][CH:8]=1. The yield is 0.980.